From a dataset of Forward reaction prediction with 1.9M reactions from USPTO patents (1976-2016). Predict the product of the given reaction. (1) Given the reactants [F:1][C:2]1[CH:25]=[CH:24][CH:23]=[C:22]([C:26]([F:29])([F:28])[F:27])[C:3]=1[C:4]([NH:6][C:7]1[S:18][C:10]2[C:11]([CH3:17])([CH3:16])[O:12][C:13]([CH3:15])([CH3:14])[C:9]=2[C:8]=1[C:19]([OH:21])=O)=[O:5].[CH:30]1([NH2:35])[CH2:34][CH2:33][CH2:32][CH2:31]1, predict the reaction product. The product is: [CH:30]1([NH:35][C:19]([C:8]2[C:9]3[C:13]([CH3:15])([CH3:14])[O:12][C:11]([CH3:17])([CH3:16])[C:10]=3[S:18][C:7]=2[NH:6][C:4](=[O:5])[C:3]2[C:22]([C:26]([F:29])([F:28])[F:27])=[CH:23][CH:24]=[CH:25][C:2]=2[F:1])=[O:21])[CH2:34][CH2:33][CH2:32][CH2:31]1. (2) The product is: [F:22][C:12]1[C:11]([CH2:5][C:4]([OH:23])=[O:3])=[C:20]([F:21])[CH:19]=[C:18]2[C:13]=1[CH:14]=[CH:15][CH:16]=[N:17]2. Given the reactants C([O:3][C:4](=[O:23])[CH:5]([C:11]1[C:12]([F:22])=[C:13]2[C:18](=[CH:19][C:20]=1[F:21])[N:17]=[CH:16][CH:15]=[CH:14]2)C(OCC)=O)C.[OH-].[Na+].Cl, predict the reaction product. (3) Given the reactants [F:1][C:2]1[CH:11]=[C:10]2[C:5]([C:6]([CH3:13])=[CH:7][N:8]=[C:9]2O)=[CH:4][C:3]=1[C:14]#[N:15].O.C(OCC)(=O)C.O=P(Cl)(Cl)[Cl:25], predict the reaction product. The product is: [Cl:25][C:9]1[C:10]2[C:5](=[CH:4][C:3]([C:14]#[N:15])=[C:2]([F:1])[CH:11]=2)[C:6]([CH3:13])=[CH:7][N:8]=1. (4) The product is: [C:1]([Si:5]([CH3:40])([CH3:41])[O:6][C:7]1[CH:12]=[CH:11][C:10]([C:13]([C:18]2[CH:23]=[CH:22][C:21]([C:24]#[C:25][CH:26]([OH:37])[C:27]([CH3:36])([C:32]([F:33])([F:34])[F:35])[C:28]([F:30])([F:31])[F:29])=[C:20]([CH3:38])[CH:19]=2)([CH2:16][CH3:17])[CH2:14][CH3:15])=[CH:9][C:8]=1[CH3:39])([CH3:3])([CH3:4])[CH3:2]. Given the reactants [C:1]([Si:5]([CH3:41])([CH3:40])[O:6][C:7]1[CH:12]=[CH:11][C:10]([C:13]([C:18]2[CH:23]=[CH:22][C:21]([C:24]#[C:25][C:26](=[O:37])[C:27]([CH3:36])([C:32]([F:35])([F:34])[F:33])[C:28]([F:31])([F:30])[F:29])=[C:20]([CH3:38])[CH:19]=2)([CH2:16][CH3:17])[CH2:14][CH3:15])=[CH:9][C:8]=1[CH3:39])([CH3:4])([CH3:3])[CH3:2].C(OCC)(=O)C, predict the reaction product.